This data is from Reaction yield outcomes from USPTO patents with 853,638 reactions. The task is: Predict the reaction yield, written as a fraction of the theoretical maximum amount of product (1.0 means a 100% yield; for example, 0.34 means a 34% yield). The reactants are [OH:1][CH:2]1[CH2:5][N:4]([C:6]2[CH:11]=[CH:10][C:9]([C:12](=[O:16])COC)=[CH:8][CH:7]=2)[CH2:3]1.[OH2:17].[OH-].[Li+].Cl. The catalyst is O.CO.C1COCC1. The product is [OH:1][CH:2]1[CH2:3][N:4]([C:6]2[CH:7]=[CH:8][C:9]([C:12]([OH:16])=[O:17])=[CH:10][CH:11]=2)[CH2:5]1. The yield is 0.949.